This data is from Forward reaction prediction with 1.9M reactions from USPTO patents (1976-2016). The task is: Predict the product of the given reaction. (1) Given the reactants [Cl:1][C:2]1[CH:11]=[CH:10][C:9]([CH:12](Br)Br)=[C:8]2[C:3]=1[C:4](=[O:16])[CH:5]=[C:6]([CH3:15])[O:7]2.C[N+]1([O-])CC[O:21]CC1, predict the reaction product. The product is: [Cl:1][C:2]1[CH:11]=[CH:10][C:9]([CH:12]=[O:21])=[C:8]2[C:3]=1[C:4](=[O:16])[CH:5]=[C:6]([CH3:15])[O:7]2. (2) Given the reactants Br[C:2]1[CH:10]=[CH:9][CH:8]=[C:7]2[C:3]=1[C:4]([F:13])([F:12])[C:5](=[O:11])[NH:6]2.C([Li])CCC.[CH:19](=[O:21])[CH3:20].[Cl-].[NH4+], predict the reaction product. The product is: [F:12][C:4]1([F:13])[C:3]2[C:7](=[CH:8][CH:9]=[CH:10][C:2]=2[CH:19]([OH:21])[CH3:20])[NH:6][C:5]1=[O:11]. (3) Given the reactants [CH3:1][N:2]1[CH:6]=[C:5]([N:7]2[CH:12]=[CH:11][C:10](=[O:13])[C:9]([CH2:14][C:15]3[CH:20]=[CH:19][CH:18]=[C:17](B4OC(C)(C)C(C)(C)O4)[CH:16]=3)=[N:8]2)[CH:4]=[N:3]1.C(Cl)Cl.C([O-])([O-])=O.[Na+].[Na+].Br[C:40]1[CH:45]=[CH:44][C:43]([O:46][CH2:47][CH3:48])=[CH:42][N:41]=1, predict the reaction product. The product is: [CH2:47]([O:46][C:43]1[CH:44]=[CH:45][C:40]([C:17]2[CH:16]=[C:15]([CH:20]=[CH:19][CH:18]=2)[CH2:14][C:9]2[C:10](=[O:13])[CH:11]=[CH:12][N:7]([C:5]3[CH:4]=[N:3][N:2]([CH3:1])[CH:6]=3)[N:8]=2)=[N:41][CH:42]=1)[CH3:48]. (4) Given the reactants [CH3:1][O:2][C:3](=[O:27])[C:4]1[CH:9]=[C:8]([O:10][CH3:11])[CH:7]=[CH:6][C:5]=1[NH:12][C:13]1[N:17]([C:18]2[CH:23]=[CH:22][CH:21]=[CH:20][C:19]=2[O:24][CH3:25])[N:16]=[C:15]([CH3:26])[CH:14]=1.[Br:28]N1C(C)(C)C(=O)N(Br)C1=O, predict the reaction product. The product is: [CH3:1][O:2][C:3](=[O:27])[C:4]1[CH:9]=[C:8]([O:10][CH3:11])[CH:7]=[CH:6][C:5]=1[NH:12][C:13]1[N:17]([C:18]2[CH:23]=[CH:22][CH:21]=[CH:20][C:19]=2[O:24][CH3:25])[N:16]=[C:15]([CH3:26])[C:14]=1[Br:28]. (5) Given the reactants [C:1]([C:3]1[CH:4]=[C:5]([C:13]([N:15]([CH2:17][C@H:18]([C:22]2[CH:27]=[CH:26][C:25]([Cl:28])=[C:24]([Cl:29])[CH:23]=2)[CH2:19][CH:20]=O)[CH3:16])=[O:14])[C:6]2[C:11]([CH:12]=1)=[CH:10][CH:9]=[CH:8][CH:7]=2)#[N:2].Cl.[NH:31]1[CH2:34][CH:33]([OH:35])[CH2:32]1.C(N(CC)CC)C.C(O[BH-](OC(=O)C)OC(=O)C)(=O)C.[Na+], predict the reaction product. The product is: [C:1]([C:3]1[CH:4]=[C:5]([C:13]([N:15]([CH2:17][C@H:18]([C:22]2[CH:27]=[CH:26][C:25]([Cl:28])=[C:24]([Cl:29])[CH:23]=2)[CH2:19][CH2:20][N:31]2[CH2:34][CH:33]([OH:35])[CH2:32]2)[CH3:16])=[O:14])[C:6]2[C:11]([CH:12]=1)=[CH:10][CH:9]=[CH:8][CH:7]=2)#[N:2]. (6) Given the reactants C(N(CC)CC)C.CS(C)=O.[C:12]([O:15][C@H:16]1[CH2:20][CH2:19][C@H:18]([CH2:21][OH:22])[C@H:17]1[CH2:23][CH2:24][S:25][C:26]1[S:27][CH:28]=[C:29]([C:31]([O:33][CH2:34][CH3:35])=[O:32])[N:30]=1)(=[O:14])[CH3:13].Cl, predict the reaction product. The product is: [C:12]([O:15][C@H:16]1[CH2:20][CH2:19][C@H:18]([CH:21]=[O:22])[C@H:17]1[CH2:23][CH2:24][S:25][C:26]1[S:27][CH:28]=[C:29]([C:31]([O:33][CH2:34][CH3:35])=[O:32])[N:30]=1)(=[O:14])[CH3:13]. (7) Given the reactants [CH2:1]([O:3][C@@H:4]([CH2:10][C:11]1[CH:16]=[CH:15][C:14]([OH:17])=[CH:13][CH:12]=1)[C:5]([O:7][CH2:8][CH3:9])=[O:6])[CH3:2].C(=O)([O-])[O-].[K+].[K+].Br[CH2:25][C:26]([O:28][CH2:29][C:30]1[CH:35]=[CH:34][CH:33]=[CH:32][CH:31]=1)=[O:27], predict the reaction product. The product is: [CH2:29]([O:28][C:26](=[O:27])[CH2:25][O:17][C:14]1[CH:13]=[CH:12][C:11]([CH2:10][C@H:4]([O:3][CH2:1][CH3:2])[C:5]([O:7][CH2:8][CH3:9])=[O:6])=[CH:16][CH:15]=1)[C:30]1[CH:35]=[CH:34][CH:33]=[CH:32][CH:31]=1. (8) Given the reactants [O:1]1[CH2:6][CH2:5][CH2:4][CH2:3][CH:2]1[O:7][C:8]1[CH:13]=[CH:12][C:11]([C:14]#[CH:15])=[CH:10][CH:9]=1.Br[C:17]1[CH:22]=[CH:21][C:20]([C:23]([F:26])([F:25])[F:24])=[CH:19][CH:18]=1, predict the reaction product. The product is: [O:1]1[CH2:6][CH2:5][CH2:4][CH2:3][CH:2]1[O:7][C:8]1[CH:9]=[CH:10][C:11]([C:14]#[C:15][C:17]2[CH:22]=[CH:21][C:20]([C:23]([F:26])([F:25])[F:24])=[CH:19][CH:18]=2)=[CH:12][CH:13]=1. (9) The product is: [OH:17][CH2:16][C@H:15]([NH:14][C:12]([C:8]1[N:4]2[CH:5]=[CH:6][CH:7]=[C:2]([O:1][CH2:29][CH2:30][CH:31]([CH3:33])[CH3:32])[C:3]2=[N:10][C:9]=1[CH3:11])=[O:13])[CH2:18][CH2:19][CH2:20][CH3:21]. Given the reactants [OH:1][C:2]1[C:3]2[N:4]([C:8]([C:12]([NH:14][C@H:15]([CH2:18][CH2:19][CH2:20][CH3:21])[CH2:16][OH:17])=[O:13])=[C:9]([CH3:11])[N:10]=2)[CH:5]=[CH:6][CH:7]=1.C(=O)([O-])[O-].[Cs+].[Cs+].I[CH2:29][CH2:30][CH:31]([CH3:33])[CH3:32].CN(C=O)C, predict the reaction product.